Dataset: TCR-epitope binding with 47,182 pairs between 192 epitopes and 23,139 TCRs. Task: Binary Classification. Given a T-cell receptor sequence (or CDR3 region) and an epitope sequence, predict whether binding occurs between them. (1) The epitope is FLLNKEMYL. The TCR CDR3 sequence is CASSWGTGSGNTEAFF. Result: 0 (the TCR does not bind to the epitope). (2) The epitope is FLYNLLTRV. The TCR CDR3 sequence is CASNLQGLDYEQYF. Result: 1 (the TCR binds to the epitope). (3) The epitope is VLAWLYAAV. The TCR CDR3 sequence is CASSYFSYEQYF. Result: 0 (the TCR does not bind to the epitope). (4) The epitope is YFPLQSYGF. The TCR CDR3 sequence is CASSYPGQAGETQYF. Result: 1 (the TCR binds to the epitope). (5) The epitope is MPASWVMRI. The TCR CDR3 sequence is CASSLYVGVPDTQYF. Result: 0 (the TCR does not bind to the epitope).